Dataset: Full USPTO retrosynthesis dataset with 1.9M reactions from patents (1976-2016). Task: Predict the reactants needed to synthesize the given product. (1) Given the product [Cl:1][C:2]1[C:3]([O:12][C:13]2[CH:18]=[C:17]([O:19][CH2:20][C:21]([N:23]([CH2:24][CH3:25])[CH2:26][CH3:27])=[O:22])[CH:16]=[CH:15][C:14]=2[CH2:28][CH2:29][C:30]([NH:40][S:37]([CH2:36][CH2:35][CH:34]([CH3:41])[CH3:33])(=[O:39])=[O:38])=[O:31])=[N:4][CH:5]=[C:6]([C:8]([F:9])([F:11])[F:10])[CH:7]=1, predict the reactants needed to synthesize it. The reactants are: [Cl:1][C:2]1[C:3]([O:12][C:13]2[CH:18]=[C:17]([O:19][CH2:20][C:21]([N:23]([CH2:26][CH3:27])[CH2:24][CH3:25])=[O:22])[CH:16]=[CH:15][C:14]=2[CH2:28][CH2:29][C:30](O)=[O:31])=[N:4][CH:5]=[C:6]([C:8]([F:11])([F:10])[F:9])[CH:7]=1.[CH3:33][CH:34]([CH3:41])[CH2:35][CH2:36][S:37]([NH2:40])(=[O:39])=[O:38].N12CCCN=C1CCCCC2.Cl. (2) Given the product [NH2:1][C@H:2]1[C:7]([F:9])([F:8])[CH2:6][CH2:5][CH2:4][C@H:3]1[NH:10][C:11]1[N:12]=[C:13]([NH:29][C:28]2[CH:30]=[CH:31][CH:32]=[C:26]([C:21]3[N:20]=[CH:25][CH:24]=[CH:23][N:22]=3)[CH:27]=2)[C:14]([C:17]#[N:18])=[N:15][CH:16]=1, predict the reactants needed to synthesize it. The reactants are: [NH2:1][C@H:2]1[C:7]([F:9])([F:8])[CH2:6][CH2:5][CH2:4][C@H:3]1[NH:10][C:11]1[N:12]=[C:13](Cl)[C:14]([C:17]#[N:18])=[N:15][CH:16]=1.[N:20]1[CH:25]=[CH:24][CH:23]=[N:22][C:21]=1[C:26]1[CH:27]=[C:28]([CH:30]=[CH:31][CH:32]=1)[NH2:29].C([O-])([O-])=O.[K+].[K+].C1C=CC(P(C2C(C3C(P(C4C=CC=CC=4)C4C=CC=CC=4)=CC=C4C=3C=CC=C4)=C3C(C=CC=C3)=CC=2)C2C=CC=CC=2)=CC=1. (3) Given the product [CH:1]([NH:4][C:5]1[C:10]2[C:11]([C:23]3[N:28]=[CH:27][N:26]=[C:25]([C:29]([N:35]([CH3:36])[CH3:32])=[O:31])[CH:24]=3)=[N:12][NH:13][C:9]=2[CH:8]=[CH:7][N:6]=1)([CH3:3])[CH3:2], predict the reactants needed to synthesize it. The reactants are: [CH:1]([NH:4][C:5]1[C:10]2[C:11]([C:23]3[N:28]=[CH:27][N:26]=[C:25]([C:29]([OH:31])=O)[CH:24]=3)=[N:12][N:13](CC3C=CC(OC)=CC=3)[C:9]=2[CH:8]=[CH:7][N:6]=1)([CH3:3])[CH3:2].[CH:32]([NH:35][C:36]1C2C(C3N=CN=C(C(OCC)=O)C=3)=NN(CC3C=CC(OC)=CC=3)C=2C=CN=1)(C)C.[OH-].[Li+].